From a dataset of Retrosynthesis with 50K atom-mapped reactions and 10 reaction types from USPTO. Predict the reactants needed to synthesize the given product. Given the product O=C(Nc1ccc(C2CCN(C(=O)CCc3cc(O)no3)CC2)cc1)c1nc(-c2ccccc2)oc1C(F)(F)F, predict the reactants needed to synthesize it. The reactants are: O=C(Nc1ccc(C2CCNCC2)cc1)c1nc(-c2ccccc2)oc1C(F)(F)F.O=C(O)CCc1cc(O)no1.